Task: Predict which catalyst facilitates the given reaction.. Dataset: Catalyst prediction with 721,799 reactions and 888 catalyst types from USPTO (1) The catalyst class is: 6. Reactant: [H-].[Na+].CN(C)C=O.[Br:8][C:9]1[CH:10]=[C:11]2[C:16](=[CH:17][CH:18]=1)[C:15](=[O:19])[NH:14][CH:13]=[CH:12]2.[CH2:20](I)[CH3:21]. Product: [Br:8][C:9]1[CH:10]=[C:11]2[C:16](=[CH:17][CH:18]=1)[C:15](=[O:19])[N:14]([CH2:20][CH3:21])[CH:13]=[CH:12]2. (2) Reactant: Br[C:2]1[CH:3]=[C:4]([O:12][C@@H:13]([C@H:15]2[CH2:19][NH:18][C:17](=[O:20])[CH2:16]2)[CH3:14])[C:5]2[C:9]([CH:10]=1)=[N:8][N:7]([CH3:11])[CH:6]=2.[O:21]1[CH2:26][CH2:25][N:24]([C:27]2[CH:32]=[CH:31][C:30](B(O)O)=[CH:29][CH:28]=2)[CH2:23][CH2:22]1.C(=O)([O-])[O-].[Na+].[Na+]. Product: [CH3:11][N:7]1[CH:6]=[C:5]2[C:9]([CH:10]=[C:2]([C:30]3[CH:29]=[CH:28][C:27]([N:24]4[CH2:23][CH2:22][O:21][CH2:26][CH2:25]4)=[CH:32][CH:31]=3)[CH:3]=[C:4]2[O:12][C@@H:13]([C@H:15]2[CH2:19][NH:18][C:17](=[O:20])[CH2:16]2)[CH3:14])=[N:8]1. The catalyst class is: 40.